Dataset: Forward reaction prediction with 1.9M reactions from USPTO patents (1976-2016). Task: Predict the product of the given reaction. (1) Given the reactants [CH:1]1([CH2:4][C:5]([NH:10][C:11]([C:13]2[CH:18]=[C:17]([O:19][CH2:20][C:21]([F:24])([F:23])[F:22])[C:16]([CH:25]3[CH2:27][CH2:26]3)=[CH:15][N:14]=2)=[O:12])([CH3:9])[C:6]([OH:8])=O)[CH2:3][CH2:2]1.[Cl-].[NH4+:29], predict the reaction product. The product is: [NH2:29][C:6](=[O:8])[C:5]([NH:10][C:11]([C:13]1[CH:18]=[C:17]([O:19][CH2:20][C:21]([F:23])([F:24])[F:22])[C:16]([CH:25]2[CH2:27][CH2:26]2)=[CH:15][N:14]=1)=[O:12])([CH3:9])[CH2:4][CH:1]1[CH2:2][CH2:3]1. (2) The product is: [F:18][C:15]1[CH:16]=[CH:17][C:12]([CH2:11][N:9]2[CH2:10][C:5]3[C:6](=[N:7][C:2]([C:37]4[C:38]([N:40]([CH3:45])[S:41]([CH3:44])(=[O:43])=[O:42])=[CH:39][C:29]5[O:28][C:27]([C:24]6[CH:25]=[CH:26][C:21]([F:20])=[CH:22][CH:23]=6)=[C:31]([C:32]([NH:34][CH3:35])=[O:33])[C:30]=5[CH:36]=4)=[CH:3][CH:4]=3)[C:8]2=[O:19])=[CH:13][CH:14]=1. Given the reactants Cl[C:2]1[N:7]=[C:6]2[C:8](=[O:19])[N:9]([CH2:11][C:12]3[CH:17]=[CH:16][C:15]([F:18])=[CH:14][CH:13]=3)[CH2:10][C:5]2=[CH:4][CH:3]=1.[F:20][C:21]1[CH:26]=[CH:25][C:24]([C:27]2[O:28][C:29]3[CH:39]=[C:38]([N:40]([CH3:45])[S:41]([CH3:44])(=[O:43])=[O:42])[C:37](B4OC(C)(C)C(C)(C)O4)=[CH:36][C:30]=3[C:31]=2[C:32]([NH:34][CH3:35])=[O:33])=[CH:23][CH:22]=1.CC(C1C=C(C(C)C)C(C2C=CC=CC=2P(C2CCCCC2)C2CCCCC2)=C(C(C)C)C=1)C, predict the reaction product. (3) Given the reactants [C:1]([N:3]=[C:4]([S-:6])[S-])#[N:2].[CH3:7][NH:8][CH3:9].[CH2:10](Cl)Cl, predict the reaction product. The product is: [C:1]([N:3]=[C:4]([S:6][CH3:10])[N:8]([CH3:9])[CH3:7])#[N:2]. (4) Given the reactants [F:1][C:2]1[CH:7]=[CH:6][C:5]([C:8]2[N:13]=[C:12]([CH3:14])[C:11]([C:15]([OH:17])=O)=[CH:10][CH:9]=2)=[CH:4][CH:3]=1.C(Cl)(=O)C([Cl:21])=O, predict the reaction product. The product is: [F:1][C:2]1[CH:7]=[CH:6][C:5]([C:8]2[N:13]=[C:12]([CH3:14])[C:11]([C:15]([Cl:21])=[O:17])=[CH:10][CH:9]=2)=[CH:4][CH:3]=1. (5) Given the reactants Cl[C:2]1[N:7]=[CH:6][C:5]([C:8]2[O:12][CH2:11][C:10]3([CH2:17][CH2:16][CH2:15][CH2:14][CH2:13]3)[N:9]=2)=[CH:4][CH:3]=1.C([O-])(C)(C)C.[K+].[CH3:24][CH:25]1[CH2:29][CH2:28][CH2:27][N:26]1[CH2:30][CH2:31][CH2:32][OH:33].C(OCC)(=O)C, predict the reaction product. The product is: [CH3:24][CH:25]1[CH2:29][CH2:28][CH2:27][N:26]1[CH2:30][CH2:31][CH2:32][O:33][C:2]1[N:7]=[CH:6][C:5]([C:8]2[O:12][CH2:11][C:10]3([CH2:17][CH2:16][CH2:15][CH2:14][CH2:13]3)[N:9]=2)=[CH:4][CH:3]=1. (6) The product is: [C:37]([C:33]1[CH:32]=[C:31]([CH:36]=[CH:35][CH:34]=1)[CH2:30][N:8]([C:5]1[CH:4]=[CH:3][C:2]([NH:1][C:49]([CH:46]2[CH2:48][CH2:47]2)=[O:50])=[CH:7][CH:6]=1)[CH:9]1[CH2:14][CH2:13][N:12]([CH:15]([CH3:29])[CH2:16][CH2:17][NH:18][C:19]([C:21]2[C:26]([CH3:27])=[N:25][CH:24]=[N:23][C:22]=2[CH3:28])=[O:20])[CH2:11][CH2:10]1)#[N:38]. Given the reactants [NH2:1][C:2]1[CH:7]=[CH:6][C:5]([N:8]([CH2:30][C:31]2[CH:36]=[CH:35][CH:34]=[C:33]([C:37]#[N:38])[CH:32]=2)[CH:9]2[CH2:14][CH2:13][N:12]([CH:15]([CH3:29])[CH2:16][CH2:17][NH:18][C:19]([C:21]3[C:22]([CH3:28])=[N:23][CH:24]=[N:25][C:26]=3[CH3:27])=[O:20])[CH2:11][CH2:10]2)=[CH:4][CH:3]=1.CCN(CC)CC.[CH:46]1([C:49](Cl)=[O:50])[CH2:48][CH2:47]1, predict the reaction product. (7) Given the reactants [OH:1][C:2]1[C:7]([CH2:8]C)=[CH:6][C:5]([N:10]=[CH:11][N:12]([CH3:14])[CH3:13])=[C:4]([CH2:15]C)[CH:3]=1.[H-].[Na+].Cl[CH2:20][CH2:21][CH2:22][Si:23]([CH3:26])([CH3:25])[CH3:24].C(OCC)C, predict the reaction product. The product is: [CH3:15][C:4]1[CH:3]=[C:2]([O:1][CH2:20][CH2:21][CH2:22][Si:23]([CH3:26])([CH3:25])[CH3:24])[C:7]([CH3:8])=[CH:6][C:5]=1[N:10]=[CH:11][N:12]([CH3:13])[CH3:14]. (8) Given the reactants [Br:1][C:2]1[CH:3]=[C:4]([CH:6]=[CH:7][CH:8]=1)[NH2:5].[CH:9](=O)[C:10]1[CH:15]=[CH:14][CH:13]=[CH:12][CH:11]=1, predict the reaction product. The product is: [CH2:9]([NH:5][C:4]1[CH:6]=[CH:7][CH:8]=[C:2]([Br:1])[CH:3]=1)[C:10]1[CH:15]=[CH:14][CH:13]=[CH:12][CH:11]=1.